This data is from Catalyst prediction with 721,799 reactions and 888 catalyst types from USPTO. The task is: Predict which catalyst facilitates the given reaction. (1) The catalyst class is: 79. Reactant: [OH:1][CH2:2][C:3]1[N:7]([CH2:8][CH2:9][CH2:10][CH2:11][CH2:12][CH2:13][CH2:14][CH3:15])[C:6](=[O:16])[N:5]([CH2:17][C:18]2[CH:23]=[CH:22][C:21]([CH3:24])=[CH:20][CH:19]=2)[N:4]=1.C([O:29][C:30](=[O:45])[C:31]([CH3:44])([O:33][C:34]1[CH:39]=[CH:38][C:37]([CH2:40][C:41](O)=[O:42])=[CH:36][CH:35]=1)[CH3:32])(C)(C)C.C(Cl)CCl. Product: [CH3:44][C:31]([O:33][C:34]1[CH:35]=[CH:36][C:37]([CH2:40][C:41]([O:1][CH2:2][C:3]2[N:7]([CH2:8][CH2:9][CH2:10][CH2:11][CH2:12][CH2:13][CH2:14][CH3:15])[C:6](=[O:16])[N:5]([CH2:17][C:18]3[CH:23]=[CH:22][C:21]([CH3:24])=[CH:20][CH:19]=3)[N:4]=2)=[O:42])=[CH:38][CH:39]=1)([CH3:32])[C:30]([OH:45])=[O:29]. (2) Product: [F:1][C:2]1[C:21]([NH:22][C:23]([NH:25][C:26]2[CH:31]=[CH:30][N:29]=[C:28]([CH3:32])[CH:27]=2)=[O:24])=[CH:20][CH:19]=[CH:18][C:3]=1[CH2:4][N:5]1[CH2:10][CH2:9][N:8]([C:11]([O:13][CH3:14])=[O:12])[CH2:7][CH2:6]1. The catalyst class is: 100. Reactant: [F:1][C:2]1[C:21]([NH:22][C:23]([NH:25][C:26]2[CH:31]=[CH:30][N:29]=[C:28]([CH3:32])[CH:27]=2)=[O:24])=[CH:20][CH:19]=[CH:18][C:3]=1[CH2:4][N:5]1[CH2:10][CH2:9][N:8]([C:11]([O:13][C:14](C)(C)C)=[O:12])[CH2:7][CH2:6]1.Cl.CCN(CC)CC.ClC(OC)=O.